Regression. Given two drug SMILES strings and cell line genomic features, predict the synergy score measuring deviation from expected non-interaction effect. From a dataset of NCI-60 drug combinations with 297,098 pairs across 59 cell lines. Drug 1: CC1C(C(CC(O1)OC2CC(CC3=C2C(=C4C(=C3O)C(=O)C5=C(C4=O)C(=CC=C5)OC)O)(C(=O)C)O)N)O.Cl. Drug 2: C1=CC(=CC=C1CC(C(=O)O)N)N(CCCl)CCCl.Cl. Cell line: A498. Synergy scores: CSS=23.6, Synergy_ZIP=-3.48, Synergy_Bliss=4.67, Synergy_Loewe=-12.0, Synergy_HSA=1.86.